Dataset: Full USPTO retrosynthesis dataset with 1.9M reactions from patents (1976-2016). Task: Predict the reactants needed to synthesize the given product. (1) Given the product [OH:17][N:16]=[C:8]([C:9]#[N:10])[C:7]1[CH:11]=[CH:12][C:13]([O:14][CH3:15])=[C:5]([O:4][CH3:3])[CH:6]=1, predict the reactants needed to synthesize it. The reactants are: [OH-].[Na+].[CH3:3][O:4][C:5]1[CH:6]=[C:7]([CH:11]=[CH:12][C:13]=1[O:14][CH3:15])[CH2:8][C:9]#[N:10].[N:16](OC)=[O:17].OS(O)(=O)=O.N([O-])=O.[Na+]. (2) Given the product [CH3:14][O:15][C:16]1[CH:17]=[CH:18][C:19]([C:20]([NH:22][C:23]2[C:24]([NH:29][C:8](=[O:10])[C:7]3[CH:6]=[CH:5][C:4]([O:3][CH2:1][CH3:2])=[CH:12][CH:11]=3)=[CH:25][CH:26]=[CH:27][CH:28]=2)=[O:21])=[CH:30][CH:31]=1, predict the reactants needed to synthesize it. The reactants are: [CH2:1]([O:3][C:4]1[CH:12]=[CH:11][C:7]([C:8]([OH:10])=O)=[CH:6][CH:5]=1)[CH3:2].[Cl-].[CH3:14][O:15][C:16]1[CH:31]=[CH:30][C:19]([C:20]([NH:22][C:23]2[C:24]([NH2:29])=[CH:25][CH:26]=[CH:27][CH:28]=2)=[O:21])=[CH:18][CH:17]=1.C(N(CC)CC)C. (3) The reactants are: [C:1]([O:5][C:6]([NH:8][CH:9]1[CH2:13][C:12](=[CH2:14])[CH2:11][CH:10]1[C:15]([OH:17])=O)=[O:7])([CH3:4])([CH3:3])[CH3:2].OC1C2N=NNC=2C=CC=1.Cl.CN(C)CCCN=C=NCC.[Cl:40][C:41]1[CH:47]=[CH:46][C:44]([NH2:45])=[CH:43][CH:42]=1. Given the product [C:1]([O:5][C:6](=[O:7])[NH:8][CH:9]1[CH2:13][C:12](=[CH2:14])[CH2:11][CH:10]1[C:15](=[O:17])[NH:45][C:44]1[CH:46]=[CH:47][C:41]([Cl:40])=[CH:42][CH:43]=1)([CH3:2])([CH3:3])[CH3:4], predict the reactants needed to synthesize it. (4) Given the product [C:33](=[O:42])([O:32][C:28]1[CH:52]=[CH:53][CH:54]=[C:55]([C:25]([CH3:26])([CH3:27])[CH3:67])[C:56]=1[NH:57][C:16](=[O:18])/[CH:15]=[CH:14]/[C:10]1[S:9][C:8]2=[N:7][C:6]([CH2:5][O:4][CH2:2][CH3:3])=[CH:13][N:12]2[CH:11]=1)[NH2:34], predict the reactants needed to synthesize it. The reactants are: Cl.[CH2:2]([O:4][CH2:5][C:6]1[N:7]=[C:8]2[N:12]([CH:13]=1)[CH:11]=[C:10](/[CH:14]=[CH:15]/[C:16]([OH:18])=O)[S:9]2)[CH3:3].CCN([CH:25]([CH3:27])[CH3:26])C(C)C.[C:28]([O:32][C:33](=[O:42])[NH:34]C1C=CC=CC=1N)(C)(C)C.CN(C(ON1N=N[C:53]2[CH:54]=[CH:55][CH:56]=[N:57][C:52]1=2)=[N+](C)C)C.F[P-](F)(F)(F)(F)F.[CH2:67](Cl)Cl. (5) Given the product [CH:24]([N:27]1[CH:31]=[C:30]([C:2]2[N:7]=[C:6]([C:8]3[CH:9]=[N:10][N:11]([CH2:13][O:14][CH2:15][CH2:16][Si:17]([CH3:20])([CH3:19])[CH3:18])[CH:12]=3)[N:5]3[CH:21]=[CH:22][N:23]=[C:4]3[CH:3]=2)[CH:29]=[N:28]1)([CH3:26])[CH3:25], predict the reactants needed to synthesize it. The reactants are: Cl[C:2]1[N:7]=[C:6]([C:8]2[CH:9]=[N:10][N:11]([CH2:13][O:14][CH2:15][CH2:16][Si:17]([CH3:20])([CH3:19])[CH3:18])[CH:12]=2)[N:5]2[CH:21]=[CH:22][N:23]=[C:4]2[CH:3]=1.[CH:24]([N:27]1[CH:31]=[C:30](B2OC(C)(C)C(C)(C)O2)[CH:29]=[N:28]1)([CH3:26])[CH3:25].P([O-])([O-])([O-])=O.[K+].[K+].[K+].C1(P(C2CCCCC2)C2C=CC=CC=2C2C(C(C)C)=CC(C(C)C)=CC=2C(C)C)CCCCC1. (6) Given the product [Si:1]([O:8][CH2:9][C@@H:10]1[C:11](=[O:12])[O:14][C:15]([C:16]([O:18][CH2:19][CH3:20])=[O:17])=[CH:21][C@@H:22]1[C:23]1[CH:28]=[CH:27][C:26]([CH3:29])=[CH:25][CH:24]=1)([C:4]([CH3:7])([CH3:6])[CH3:5])([CH3:3])[CH3:2], predict the reactants needed to synthesize it. The reactants are: [Si:1]([O:8][CH2:9][CH:10](Cl)[CH:11]=[O:12])([C:4]([CH3:7])([CH3:6])[CH3:5])([CH3:3])[CH3:2].[O:14]=[C:15](/[CH:21]=[CH:22]/[C:23]1[CH:28]=[CH:27][C:26]([CH3:29])=[CH:25][CH:24]=1)[C:16]([O:18][CH2:19][CH3:20])=[O:17].